Regression. Given two drug SMILES strings and cell line genomic features, predict the synergy score measuring deviation from expected non-interaction effect. From a dataset of NCI-60 drug combinations with 297,098 pairs across 59 cell lines. Drug 1: CS(=O)(=O)C1=CC(=C(C=C1)C(=O)NC2=CC(=C(C=C2)Cl)C3=CC=CC=N3)Cl. Drug 2: CN(CCCl)CCCl.Cl. Cell line: K-562. Synergy scores: CSS=26.2, Synergy_ZIP=-4.68, Synergy_Bliss=-1.73, Synergy_Loewe=-9.31, Synergy_HSA=-1.42.